Task: Predict the product of the given reaction.. Dataset: Forward reaction prediction with 1.9M reactions from USPTO patents (1976-2016) (1) Given the reactants [Br:1][C:2]1[CH:3]=[C:4]([OH:8])[CH:5]=[N:6][CH:7]=1.[O:9]1[CH2:14][CH2:13][CH:12](O)[CH2:11][CH2:10]1.C1(P(C2C=CC=CC=2)C2C=CC=CC=2)C=CC=CC=1, predict the reaction product. The product is: [Br:1][C:2]1[CH:7]=[N:6][CH:5]=[C:4]([O:8][CH:12]2[CH2:13][CH2:14][O:9][CH2:10][CH2:11]2)[CH:3]=1. (2) Given the reactants [Cl:1][C:2]1[CH:3]=[C:4]([NH:8][C:9]2[N:10]=[N:11][C:12]([NH:15][NH2:16])=[CH:13][CH:14]=2)[CH:5]=[CH:6][CH:7]=1.[C:17](OCC)(=O)[CH2:18][C:19]([O:21][CH2:22][CH3:23])=[O:20], predict the reaction product. The product is: [Cl:1][C:2]1[CH:3]=[C:4]([NH:8][C:9]2[CH:14]=[CH:13][C:12]3[N:11]([C:17]([CH2:18][C:19]([O:21][CH2:22][CH3:23])=[O:20])=[N:16][N:15]=3)[N:10]=2)[CH:5]=[CH:6][CH:7]=1. (3) Given the reactants [CH2:1]([CH:4]1[CH:30]=[C:29]([CH3:31])[CH2:28][CH:27]([CH3:32])[CH2:26][CH:25]([O:33][CH3:34])[CH:24]2[O:35][C:20]([OH:39])([CH:21]([CH3:38])[CH2:22][CH:23]2[O:36][CH3:37])[C:19](=[O:40])[C:18](=[O:41])[N:17]2[CH:12]([CH2:13][CH2:14][CH2:15][CH2:16]2)[C:11](=[O:42])[O:10][CH:9]([C:43]([CH3:54])=[CH:44][CH:45]2[CH2:50][CH2:49][CH:48]([OH:51])[CH:47]([O:52][CH3:53])[CH2:46]2)[CH:8]([CH3:55])[CH:7]([OH:56])[CH2:6][C:5]1=[O:57])[CH:2]=[CH2:3].C(Cl)(Cl)=O.C1(C)C=CC=CC=1, predict the reaction product. The product is: [CH3:32][C@H:27]1[CH2:28][C:29]([CH3:31])=[CH:30][C@@H:4]([CH2:1][CH:2]=[CH2:3])[C:5](=[O:57])[CH2:6][C@H:7]([OH:56])[C@@H:8]([CH3:55])[C@@H:9](/[C:43](/[CH3:54])=[CH:44]/[C@H:45]2[CH2:46][C@@H:47]([O:52][CH3:53])[C@H:48]([OH:51])[CH2:49][CH2:50]2)[O:10][C:11](=[O:42])[C@H:12]2[N:17]([CH2:16][CH2:15][CH2:14][CH2:13]2)[C:18](=[O:41])[C:19](=[O:40])[C@:20]2([OH:39])[O:35][C@@H:24]([C@@H:23]([O:36][CH3:37])[CH2:22][C@H:21]2[CH3:38])[C@@H:25]([O:33][CH3:34])[CH2:26]1. (4) The product is: [C:38]1([C:37]([NH:1][C:2]2[CH:7]=[CH:6][C:5]([C:8]3[O:12][C:11]([N:13]([CH2:21][CH2:22][CH2:23][N:24]4[CH2:25][CH2:26][CH2:27][CH2:28][CH2:29]4)[C:14](=[O:20])[O:15][C:16]([CH3:18])([CH3:19])[CH3:17])=[N:10][N:9]=3)=[CH:4][CH:3]=2)=[O:44])[CH:43]=[CH:42][CH:41]=[CH:40][CH:39]=1. Given the reactants [NH2:1][C:2]1[CH:7]=[CH:6][C:5]([C:8]2[O:12][C:11]([N:13]([CH2:21][CH2:22][CH2:23][N:24]3[CH2:29][CH2:28][CH2:27][CH2:26][CH2:25]3)[C:14](=[O:20])[O:15][C:16]([CH3:19])([CH3:18])[CH3:17])=[N:10][N:9]=2)=[CH:4][CH:3]=1.C(N(CC)CC)C.[C:37](Cl)(=[O:44])[C:38]1[CH:43]=[CH:42][CH:41]=[CH:40][CH:39]=1, predict the reaction product. (5) The product is: [CH2:19]([NH:1][CH2:2][CH2:3][N:4]1[C:13]2[CH:12]=[CH:11][CH:10]=[CH:9][C:8]=2[C:7]2[NH:14][N:15]=[C:16]([CH3:17])[C:6]=2[C:5]1=[O:18])[C:20]1[CH:25]=[CH:24][CH:23]=[CH:22][CH:21]=1. Given the reactants [NH2:1][CH2:2][CH2:3][N:4]1[C:13]2[CH:12]=[CH:11][CH:10]=[CH:9][C:8]=2[C:7]2[NH:14][N:15]=[C:16]([CH3:17])[C:6]=2[C:5]1=[O:18].[CH:19](=O)[C:20]1[CH:25]=[CH:24][CH:23]=[CH:22][CH:21]=1.C(N(C(C)C)CC)(C)C.C(O[BH-](OC(=O)C)OC(=O)C)(=O)C.[Na+], predict the reaction product. (6) Given the reactants [NH2:1][C@@H:2]([C:7]([OH:9])=[O:8])[CH2:3][CH2:4][CH2:5][CH3:6].S(Cl)([Cl:12])=O.[CH2:14](O)[CH3:15], predict the reaction product. The product is: [ClH:12].[NH2:1][C@@H:2]([C:7]([O:9][CH2:14][CH3:15])=[O:8])[CH2:3][CH2:4][CH2:5][CH3:6]. (7) Given the reactants [NH2:1][CH2:2][CH2:3][O:4][CH2:5][CH2:6][OH:7].[CH3:8][Si:9]([CH3:24])([CH2:18][CH2:19][Si:20]([CH3:23])([CH3:22])[CH3:21])[CH2:10][CH2:11][CH2:12][O:13][CH2:14][CH:15]1[CH2:17][O:16]1, predict the reaction product. The product is: [CH3:24][Si:9]([CH3:8])([CH2:18][CH2:19][Si:20]([CH3:21])([CH3:23])[CH3:22])[CH2:10][CH2:11][CH2:12][O:13][CH2:14][CH:15]([OH:16])[CH2:17][NH:1][CH2:2][CH2:3][O:4][CH2:5][CH2:6][OH:7].